From a dataset of Cav3 T-type calcium channel HTS with 100,875 compounds. Binary Classification. Given a drug SMILES string, predict its activity (active/inactive) in a high-throughput screening assay against a specified biological target. (1) The compound is Brc1c(cc(NC(=O)C(=O)NCCN2CCN(CC2)C(=O)c2sccc2)cc1)C. The result is 0 (inactive). (2) The result is 0 (inactive). The molecule is s1c2c(C(CC2)C(OC)=O)c(c1NC(=O)CCC)C(OC)=O.